From a dataset of Full USPTO retrosynthesis dataset with 1.9M reactions from patents (1976-2016). Predict the reactants needed to synthesize the given product. (1) Given the product [OH:15][CH2:14][C:10]1[CH:11]=[C:12]2[C:7](=[C:8]([N+:19]([O-:21])=[O:20])[CH:9]=1)[NH:6][C:5]([C:3]([OH:4])=[O:2])=[CH:13]2, predict the reactants needed to synthesize it. The reactants are: C[O:2][C:3]([C:5]1[NH:6][C:7]2[C:12]([CH:13]=1)=[CH:11][C:10]([CH2:14][O:15]C(=O)C)=[CH:9][C:8]=2[N+:19]([O-:21])=[O:20])=[O:4].O.[OH-].[Li+]. (2) Given the product [CH3:14][Si:13]([CH3:16])([CH3:15])[CH2:12][CH2:11][O:10][CH2:9][N:3]1[CH:7]=[CH:6][N:5]=[CH:4]1, predict the reactants needed to synthesize it. The reactants are: [H-].[Na+].[NH:3]1[CH:7]=[CH:6][N:5]=[CH:4]1.Cl[CH2:9][O:10][CH2:11][CH2:12][Si:13]([CH3:16])([CH3:15])[CH3:14].CO.CCOC(C)=O. (3) Given the product [O:32]1[CH2:31][CH2:30][N:29]([C:26]2[CH:25]=[CH:24][C:23]([NH:22][C:16]3[C:17]4[N:18]([N:19]=[CH:20][N:21]=4)[C:13]([C:12]4[CH:11]=[N:10][NH:9][C:8]=4[CH2:7][OH:6])=[CH:14][N:15]=3)=[CH:28][CH:27]=2)[CH2:34][CH2:33]1, predict the reactants needed to synthesize it. The reactants are: C([SiH2][O:6][C:7](C)(C)[C:8]1[C:12]([C:13]2[N:18]3[N:19]=[CH:20][N:21]=[C:17]3[C:16]([NH:22][C:23]3[CH:28]=[CH:27][C:26]([N:29]4[CH2:34][CH2:33][O:32][CH2:31][CH2:30]4)=[CH:25][CH:24]=3)=[N:15][CH:14]=2)=[CH:11][N:10](C2CCCOC2)[N:9]=1)(C)(C)C.C([SiH2]OC(C)(C)C1N(C2CCCOC2)N=CC=1C1N2N=CN=C2C(NC2C=CC(N3CCOCC3)=CC=2)=NC=1)(C)(C)C.Cl. (4) The reactants are: C[OH:2].N12CCCN=C1CCCCC2.[CH3:14][CH2:15][CH2:16][CH2:17][CH2:18][CH3:19].C[CH:21]([OH:23])[CH3:22]. Given the product [C:16]1([C@H:21]([OH:23])[CH2:22][OH:2])[CH:15]=[CH:14][CH:19]=[CH:18][CH:17]=1, predict the reactants needed to synthesize it. (5) Given the product [CH2:1]([O:3][C:4](=[O:44])[CH2:5][C:6]1[C:7]([CH2:12][CH2:13][C:14]2[C:19]([C:20]([F:23])([F:21])[F:22])=[CH:18][N:17]=[C:16]([NH:24][C:25]3[CH:30]=[CH:29][C:28]([CH:31]4[CH2:32][CH2:33][N:34]([C:37]([O:39][C:40]([CH3:43])([CH3:42])[CH3:41])=[O:38])[CH2:35][CH2:36]4)=[CH:27][CH:26]=3)[N:15]=2)=[N:8][CH:9]=[N:10][CH:11]=1)[CH3:2], predict the reactants needed to synthesize it. The reactants are: [CH2:1]([O:3][C:4](=[O:44])[CH2:5][C:6]1[C:7]([C:12]#[C:13][C:14]2[C:19]([C:20]([F:23])([F:22])[F:21])=[CH:18][N:17]=[C:16]([NH:24][C:25]3[CH:30]=[CH:29][C:28]([CH:31]4[CH2:36][CH2:35][N:34]([C:37]([O:39][C:40]([CH3:43])([CH3:42])[CH3:41])=[O:38])[CH2:33][CH2:32]4)=[CH:27][CH:26]=3)[N:15]=2)=[N:8][CH:9]=[N:10][CH:11]=1)[CH3:2].[H][H]. (6) Given the product [Cl:17][C:13]1[C:3]([C:4](=[O:5])[NH:6][C:7]2[CH:12]=[CH:11][CH:10]=[CH:9][CH:8]=2)=[C:2]([NH:1][C:27](=[O:28])[C@@H:26]([NH:25][C:23](=[O:24])[O:22][C:18]([CH3:20])([CH3:19])[CH3:21])[CH3:30])[CH:16]=[CH:15][CH:14]=1, predict the reactants needed to synthesize it. The reactants are: [NH2:1][C:2]1[CH:16]=[CH:15][CH:14]=[C:13]([Cl:17])[C:3]=1[C:4]([NH:6][C:7]1[CH:12]=[CH:11][CH:10]=[CH:9][CH:8]=1)=[O:5].[C:18]([O:22][C:23]([NH:25][C@@H:26]([CH3:30])[C:27](O)=[O:28])=[O:24])([CH3:21])([CH3:20])[CH3:19].CCN(C(C)C)C(C)C.CN(C(ON1N=NC2C=CC=NC1=2)=[N+](C)C)C.F[P-](F)(F)(F)(F)F. (7) Given the product [Br:1][C:2]1[CH:3]=[C:4]([CH2:8][CH2:9][C:10]([O:12][CH2:13][CH3:14])=[O:11])[CH:5]=[CH:6][CH:7]=1, predict the reactants needed to synthesize it. The reactants are: [Br:1][C:2]1[CH:3]=[C:4]([CH2:8][CH2:9][C:10]([OH:12])=[O:11])[CH:5]=[CH:6][CH:7]=1.[C:13](Cl)(=O)[C:14](Cl)=O. (8) Given the product [CH3:1][C:2]1[C:7]([CH2:8][CH2:9][OH:10])=[CH:6][CH:5]=[CH:4][N:3]=1, predict the reactants needed to synthesize it. The reactants are: [CH3:1][C:2]1[C:7]([CH2:8][C:9](OC)=[O:10])=[CH:6][CH:5]=[CH:4][N:3]=1.[H-].[H-].[H-].[H-].[Li+].[Al+3]. (9) The reactants are: [NH2:1][CH2:2][C@:3]([OH:21])([CH2:8][C:9]([C:12]1[CH:17]=[C:16]([F:18])[CH:15]=[CH:14][C:13]=1[O:19][CH3:20])([CH3:11])[CH3:10])[C:4]([F:7])([F:6])[F:5].[NH2:22][C:23]1[N:27]([C:28]2[CH:33]=[CH:32][CH:31]=[CH:30][C:29]=2[F:34])[N:26]=[CH:25][C:24]=1[C:35](O)=[O:36]. Given the product [NH2:22][C:23]1[N:27]([C:28]2[CH:33]=[CH:32][CH:31]=[CH:30][C:29]=2[F:34])[N:26]=[CH:25][C:24]=1[C:35]([NH:1][CH2:2][C@@:3]([OH:21])([C:4]([F:7])([F:6])[F:5])[CH2:8][C:9]([C:12]1[CH:17]=[C:16]([F:18])[CH:15]=[CH:14][C:13]=1[O:19][CH3:20])([CH3:11])[CH3:10])=[O:36], predict the reactants needed to synthesize it.